This data is from Reaction yield outcomes from USPTO patents with 853,638 reactions. The task is: Predict the reaction yield, written as a fraction of the theoretical maximum amount of product (1.0 means a 100% yield; for example, 0.34 means a 34% yield). (1) The reactants are C[O:2][C:3]1[CH:12]=[CH:11][C:10]2[C:5](=[CH:6][CH:7]=[C:8]([C:13]3[CH:18]=[CH:17][CH:16]=[C:15]([O:19]C)[CH:14]=3)[CH:9]=2)[C:4]=1[C:21]1[CH:22]=[C:23]([S:27]([NH:30][C:31]2[S:32][CH:33]=[CH:34][N:35]=2)(=[O:29])=[O:28])[CH:24]=[CH:25][CH:26]=1.B(Br)(Br)Br. No catalyst specified. The product is [OH:2][C:3]1[CH:12]=[CH:11][C:10]2[C:5](=[CH:6][CH:7]=[C:8]([C:13]3[CH:18]=[CH:17][CH:16]=[C:15]([OH:19])[CH:14]=3)[CH:9]=2)[C:4]=1[C:21]1[CH:22]=[C:23]([S:27]([NH:30][C:31]2[S:32][CH:33]=[CH:34][N:35]=2)(=[O:29])=[O:28])[CH:24]=[CH:25][CH:26]=1. The yield is 0.270. (2) The reactants are CS([CH:5]1[CH2:10][CH2:9][C:8](=O)[CH2:7][CH2:6]1)(=O)=O.[CH3:12][O:13][C:14]1[CH:21]=[CH:20][C:17]([CH2:18][NH2:19])=[CH:16][CH:15]=1.CC(C)(O)[C:24]#[N:25].C(N(CC)CC)C. The catalyst is CO. The product is [CH3:12][O:13][C:14]1[CH:21]=[CH:20][C:17]([CH2:18][N:19]2[CH:8]3[CH2:9][CH2:10][C:5]2([C:24]#[N:25])[CH2:6][CH2:7]3)=[CH:16][CH:15]=1. The yield is 0.970. (3) The reactants are IC1C=C2C(=CC=1)NC(=O)C2=O.B(O)(O)C1C=CC2C3C(C(C)(C)C=2C=1)=CC=CC=3.[C:31]([O-:34])(O)=[O:32].[Na+].[CH3:36][C:37]1([CH3:61])[C:49]2[CH:48]=[C:47]([C:50]3[CH:51]=[C:52]4[C:56](=[CH:57][CH:58]=3)[NH:55]C(=O)C4=O)[CH:46]=[CH:45][C:44]=2[C:43]2[C:38]1=[CH:39][CH:40]=[CH:41][CH:42]=2. The catalyst is COCCOC.C1C=CC([P]([Pd]([P](C2C=CC=CC=2)(C2C=CC=CC=2)C2C=CC=CC=2)([P](C2C=CC=CC=2)(C2C=CC=CC=2)C2C=CC=CC=2)[P](C2C=CC=CC=2)(C2C=CC=CC=2)C2C=CC=CC=2)(C2C=CC=CC=2)C2C=CC=CC=2)=CC=1. The product is [NH2:55][C:56]1[CH:52]=[CH:51][C:50]([C:47]2[CH:46]=[CH:45][C:44]3[C:43]4[C:38](=[CH:39][CH:40]=[CH:41][CH:42]=4)[C:37]([CH3:61])([CH3:36])[C:49]=3[CH:48]=2)=[CH:58][C:57]=1[C:31]([OH:34])=[O:32]. The yield is 0.570. (4) The reactants are [CH2:1]([O:8][C:9]([NH:11][C@@H:12]1[CH2:20][CH2:19][CH2:18][C:17]2[N:16]([CH2:21][CH2:22]OS(C)(=O)=O)[N:15]=[CH:14][C:13]1=2)=[O:10])[C:2]1[CH:7]=[CH:6][CH:5]=[CH:4][CH:3]=1.[C-:28]#[N:29].[Na+].O. The catalyst is CS(C)=O. The product is [CH2:1]([O:8][C:9](=[O:10])[NH:11][C@@H:12]1[CH2:20][CH2:19][CH2:18][C:17]2[N:16]([CH2:21][CH2:22][C:28]#[N:29])[N:15]=[CH:14][C:13]1=2)[C:2]1[CH:7]=[CH:6][CH:5]=[CH:4][CH:3]=1. The yield is 0.850. (5) The reactants are [F:1][C:2]1[N:12]=[CH:11][C:5]2[N:6]=[CH:7][NH:8][C:9](=O)[C:4]=2[CH:3]=1.O=S(Cl)Cl.CCN(CC)CC.[C:24]([O:28][C:29](=[O:45])[C:30]1[CH:35]=[CH:34][CH:33]=[C:32]([O:36][C:37]2[CH:42]=[CH:41][C:40]([NH2:43])=[CH:39][C:38]=2[CH3:44])[CH:31]=1)([CH3:27])([CH3:26])[CH3:25]. The catalyst is ClCCCl.CN(C=O)C. The product is [C:24]([O:28][C:29](=[O:45])[C:30]1[CH:35]=[CH:34][CH:33]=[C:32]([O:36][C:37]2[CH:42]=[CH:41][C:40]([NH:43][C:9]3[C:4]4[CH:3]=[C:2]([F:1])[N:12]=[CH:11][C:5]=4[N:6]=[CH:7][N:8]=3)=[CH:39][C:38]=2[CH3:44])[CH:31]=1)([CH3:27])([CH3:26])[CH3:25]. The yield is 0.800. (6) The reactants are Cl[C:2]1[C:7]([C:8]([O:10][CH2:11][CH3:12])=[O:9])=[CH:6][N:5]=[C:4]([S:13][CH3:14])[N:3]=1.[NH3:15]. The catalyst is CO.CCOC(C)=O. The product is [NH2:15][C:2]1[C:7]([C:8]([O:10][CH2:11][CH3:12])=[O:9])=[CH:6][N:5]=[C:4]([S:13][CH3:14])[N:3]=1. The yield is 0.660. (7) The reactants are [CH:1]1([S:4][C:5]2[CH:10]=[CH:9][CH:8]=[CH:7][C:6]=2[CH:11]2[CH:15]([C:16]([O:18][CH2:19][CH3:20])=[O:17])[CH2:14][CH2:13][NH:12]2)[CH2:3][CH2:2]1.CCN(CC)CC.[C:28](O[C:28]([O:30][C:31]([CH3:34])([CH3:33])[CH3:32])=[O:29])([O:30][C:31]([CH3:34])([CH3:33])[CH3:32])=[O:29]. The catalyst is C(Cl)Cl. The product is [CH:1]1([S:4][C:5]2[CH:10]=[CH:9][CH:8]=[CH:7][C:6]=2[CH:11]2[CH:15]([C:16]([O:18][CH2:19][CH3:20])=[O:17])[CH2:14][CH2:13][N:12]2[C:28]([O:30][C:31]([CH3:34])([CH3:33])[CH3:32])=[O:29])[CH2:2][CH2:3]1. The yield is 0.560. (8) The reactants are Br[C:2]1[N:6](S(C2C=CC=CC=2)(=O)=O)[CH:5]=[C:4]([C:16]([O:18][CH3:19])=[O:17])[C:3]=1[CH2:20][CH2:21][CH3:22].[C:23]1(B(O)O)[CH:28]=[CH:27][CH:26]=[CH:25][CH:24]=1.C(=O)([O-])[O-].[Na+].[Na+]. The catalyst is C1C=CC([P]([Pd]([P](C2C=CC=CC=2)(C2C=CC=CC=2)C2C=CC=CC=2)([P](C2C=CC=CC=2)(C2C=CC=CC=2)C2C=CC=CC=2)[P](C2C=CC=CC=2)(C2C=CC=CC=2)C2C=CC=CC=2)(C2C=CC=CC=2)C2C=CC=CC=2)=CC=1. The product is [C:23]1([C:2]2[NH:6][CH:5]=[C:4]([C:16]([O:18][CH3:19])=[O:17])[C:3]=2[CH2:20][CH2:21][CH3:22])[CH:28]=[CH:27][CH:26]=[CH:25][CH:24]=1. The yield is 0.800.